This data is from Forward reaction prediction with 1.9M reactions from USPTO patents (1976-2016). The task is: Predict the product of the given reaction. (1) Given the reactants CS([O:5][CH2:6][CH2:7][CH2:8][C:9]1([OH:12])[CH2:11][CH2:10]1)(=O)=O.O[C:14]1[CH:23]=[C:22]2[C:17]([C:18]([O:24][C:25]3[CH:30]=[CH:29][C:28]([NH:31][C:32]([C:34]4[C:35](=[O:47])[N:36]([C:41]5[CH:46]=[CH:45][CH:44]=[CH:43][CH:42]=5)[N:37]([CH3:40])[C:38]=4[CH3:39])=[O:33])=[CH:27][C:26]=3[F:48])=[CH:19][CH:20]=[N:21]2)=[CH:16][CH:15]=1.C(=O)([O-])[O-].[Cs+].[Cs+], predict the reaction product. The product is: [F:48][C:26]1[CH:27]=[C:28]([NH:31][C:32]([C:34]2[C:35](=[O:47])[N:36]([C:41]3[CH:46]=[CH:45][CH:44]=[CH:43][CH:42]=3)[N:37]([CH3:40])[C:38]=2[CH3:39])=[O:33])[CH:29]=[CH:30][C:25]=1[O:24][C:18]1[C:17]2[C:22](=[CH:23][C:14]([O:5][CH2:6][CH2:7][CH2:8][C:9]3([OH:12])[CH2:11][CH2:10]3)=[CH:15][CH:16]=2)[N:21]=[CH:20][CH:19]=1. (2) The product is: [NH2:1][C:2]1[CH:7]=[CH:6][C:5]([NH2:8])=[CH:4][C:3]=1[S:11]([NH2:14])(=[O:12])=[O:13]. Given the reactants [NH2:1][C:2]1[CH:7]=[CH:6][C:5]([N+:8]([O-])=O)=[CH:4][C:3]=1[S:11]([NH2:14])(=[O:13])=[O:12], predict the reaction product. (3) The product is: [Cl:33][C:27]1[CH:28]=[CH:29][CH:30]=[C:31]([Cl:32])[C:26]=1[C:25]([NH:24][CH:4]([CH2:5]/[CH:6]=[CH:7]/[C:8]1[CH:9]=[CH:10][C:11]([N:14]([CH:21]([CH3:23])[CH3:22])[C:15]2[N:16]=[CH:17][CH:18]=[CH:19][N:20]=2)=[CH:12][CH:13]=1)[C:3]([OH:35])=[O:2])=[O:34]. Given the reactants C[O:2][C:3](=[O:35])[CH:4]([NH:24][C:25](=[O:34])[C:26]1[C:31]([Cl:32])=[CH:30][CH:29]=[CH:28][C:27]=1[Cl:33])[CH2:5]/[CH:6]=[CH:7]/[C:8]1[CH:13]=[CH:12][C:11]([N:14]([CH:21]([CH3:23])[CH3:22])[C:15]2[N:20]=[CH:19][CH:18]=[CH:17][N:16]=2)=[CH:10][CH:9]=1.O, predict the reaction product. (4) Given the reactants Cl.Cl.[NH:3]1[C:11]2[C:6](=[CH:7][CH:8]=[CH:9][CH:10]=2)[C:5]([CH:12]2[CH2:17][CH2:16][CH:15]([NH:18][CH:19]([CH:23]3[CH2:28][CH2:27][NH:26][CH2:25][CH2:24]3)[C:20]([NH2:22])=[O:21])[CH2:14][CH2:13]2)=[CH:4]1.[O:29]1[C:38]2[C:33](=[CH:34][C:35](/[CH:39]=[CH:40]/[C:41](O)=[O:42])=[CH:36][CH:37]=2)[CH2:32][CH2:31][CH2:30]1, predict the reaction product. The product is: [NH:3]1[C:11]2[C:6](=[CH:7][CH:8]=[CH:9][CH:10]=2)[C:5]([CH:12]2[CH2:17][CH2:16][CH:15]([NH:18][CH:19]([CH:23]3[CH2:24][CH2:25][N:26]([C:41](=[O:42])/[CH:40]=[CH:39]/[C:35]4[CH:34]=[C:33]5[C:38](=[CH:37][CH:36]=4)[O:29][CH2:30][CH2:31][CH2:32]5)[CH2:27][CH2:28]3)[C:20]([NH2:22])=[O:21])[CH2:14][CH2:13]2)=[CH:4]1. (5) The product is: [C:7]([C:2]1([NH:1][C:9](=[O:10])[O:11][C:12]([CH3:15])([CH3:14])[CH3:13])[CH2:6][CH2:5][O:4][CH2:3]1)#[N:8]. Given the reactants [NH2:1][C:2]1([C:7]#[N:8])[CH2:6][CH2:5][O:4][CH2:3]1.[C:9](O[C:9]([O:11][C:12]([CH3:15])([CH3:14])[CH3:13])=[O:10])([O:11][C:12]([CH3:15])([CH3:14])[CH3:13])=[O:10], predict the reaction product. (6) Given the reactants [S:1]1[C:5]2[CH2:6][S:7][CH2:8][C:4]=2[N:3]=[C:2]1[C:9](=[O:17])[CH:10]([CH2:15][CH3:16])[CH2:11][CH2:12][CH2:13][CH3:14].ClC1C=C(C(OO)=O)C=CC=1, predict the reaction product. The product is: [CH2:15]([CH:10]([CH2:11][CH2:12][CH2:13][CH3:14])[C:9]([C:2]1[S:1][C:5]2[C:4](=[CH:8][S:7][CH:6]=2)[N:3]=1)=[O:17])[CH3:16].